This data is from Reaction yield outcomes from USPTO patents with 853,638 reactions. The task is: Predict the reaction yield, written as a fraction of the theoretical maximum amount of product (1.0 means a 100% yield; for example, 0.34 means a 34% yield). (1) The reactants are Cl[C:2]1[C:3]([CH3:29])=[C:4]([C:23]2[CH:24]=[N:25][N:26]([CH3:28])[CH:27]=2)[C:5]([O:21][CH3:22])=[C:6]([CH:8]([N:10]2[C:14]3=[N:15][CH:16]=[N:17][C:18]([NH2:19])=[C:13]3[C:12]([CH3:20])=[N:11]2)[CH3:9])[CH:7]=1.[CH3:30][N:31](C)C(=O)C. The catalyst is [Zn].[C-]#N.[Zn+2].[C-]#N. The product is [NH2:19][C:18]1[N:17]=[CH:16][N:15]=[C:14]2[N:10]([CH:8]([C:6]3[C:5]([O:21][CH3:22])=[C:4]([C:23]4[CH:24]=[N:25][N:26]([CH3:28])[CH:27]=4)[C:3]([CH3:29])=[C:2]([CH:7]=3)[C:30]#[N:31])[CH3:9])[N:11]=[C:12]([CH3:20])[C:13]=12. The yield is 0.270. (2) The reactants are [F:1][C:2]1[CH:3]=[CH:4][C:5]([C:8]2[C:12]([CH2:13][O:14][C:15]3[CH:23]=[CH:22][C:18]([C:19]([OH:21])=O)=[CH:17][N:16]=3)=[C:11]([CH3:24])[O:10][N:9]=2)=[N:6][CH:7]=1.ClC1C=C(C2C(CO[C:39]3[CH:47]=[CH:46][C:42]([C:43](O)=[O:44])=CN=3)=C(C)ON=2)C=CC=1.[NH2:49]C1CCOCC1. No catalyst specified. The product is [F:1][C:2]1[CH:3]=[CH:4][C:5]([C:8]2[C:12]([CH2:13][O:14][C:15]3[CH:23]=[CH:22][C:18]([C:19]([NH2:49])=[O:21])=[C:17]([CH:46]4[CH2:47][CH2:39][O:44][CH2:43][CH2:42]4)[N:16]=3)=[C:11]([CH3:24])[O:10][N:9]=2)=[N:6][CH:7]=1. The yield is 0.850. (3) The reactants are [Cl:1][C:2]1[N:7]=[CH:6][C:5]([Br:8])=[C:4](Cl)[N:3]=1.[NH2:10][C:11]1[CH:20]=[CH:19][CH:18]=[CH:17][C:12]=1[C:13]([NH:15][CH3:16])=[O:14].C(N(CC)C(C)C)(C)C. The catalyst is C(O)(C)C. The product is [Cl:1][C:2]1[N:3]=[C:4]([NH:10][C:11]2[CH:20]=[CH:19][CH:18]=[CH:17][C:12]=2[C:13]([NH:15][CH3:16])=[O:14])[C:5]([Br:8])=[CH:6][N:7]=1. The yield is 0.760. (4) The reactants are [C:1]([O:5][C:6]([N:8]1[CH2:13][CH:12]2[CH:10]([O:11]2)[CH2:9]1)=[O:7])([CH3:4])([CH3:3])[CH3:2].[Cl:14][C:15]1[CH:20]=[CH:19][C:18]([C:21]([N:23]2[CH2:28][CH2:27][NH:26][CH2:25][CH2:24]2)=[O:22])=[CH:17][CH:16]=1. No catalyst specified. The product is [C:1]([O:5][C:6]([N:8]1[CH2:9][CH:10]([OH:11])[CH:12]([N:26]2[CH2:25][CH2:24][N:23]([C:21](=[O:22])[C:18]3[CH:17]=[CH:16][C:15]([Cl:14])=[CH:20][CH:19]=3)[CH2:28][CH2:27]2)[CH2:13]1)=[O:7])([CH3:2])([CH3:3])[CH3:4]. The yield is 0.840. (5) The reactants are CO[C:3]1[C:12]2=[CH:13][N:14]([C@@H:16]3[O:22][C@H:21]([CH2:23][OH:24])[C@@H:19]([OH:20])[C@@:17]3([CH3:25])[OH:18])[N:15]=[C:10]3[C:11]2=[C:5]([C:6](=[O:26])[NH:7][N:8]=[CH:9]3)[N:4]=1.[NH3:27]. No catalyst specified. The product is [NH2:27][C:3]1[C:12]2=[CH:13][N:14]([C@@H:16]3[O:22][C@H:21]([CH2:23][OH:24])[C@@H:19]([OH:20])[C@@:17]3([CH3:25])[OH:18])[N:15]=[C:10]3[C:11]2=[C:5]([C:6](=[O:26])[NH:7][N:8]=[CH:9]3)[N:4]=1. The yield is 0.570. (6) The reactants are Br[C:2]1[N:7]=[C:6]([CH:8]([NH:20][C:21]([N:23]2[CH2:28][CH2:27][CH:26]([N:29]3[CH2:38][C:37]4[C:32](=[CH:33][CH:34]=[CH:35][CH:36]=4)[NH:31][C:30]3=[O:39])[CH2:25][CH2:24]2)=[O:22])[CH2:9][C:10]2[CH:11]=[C:12]3[C:16](=[C:17]([CH3:19])[CH:18]=2)[NH:15][N:14]=[CH:13]3)[CH:5]=[CH:4][CH:3]=1.[C:40]1(B(O)O)[CH:45]=[CH:44][CH:43]=[CH:42][CH:41]=1.C1(C)C=CC=CC=1.C(=O)([O-])[O-].[K+].[K+]. The catalyst is C1C=CC([P]([Pd]([P](C2C=CC=CC=2)(C2C=CC=CC=2)C2C=CC=CC=2)([P](C2C=CC=CC=2)(C2C=CC=CC=2)C2C=CC=CC=2)[P](C2C=CC=CC=2)(C2C=CC=CC=2)C2C=CC=CC=2)(C2C=CC=CC=2)C2C=CC=CC=2)=CC=1.C(O)C. The product is [CH3:19][C:17]1[CH:18]=[C:10]([CH2:9][CH:8]([NH:20][C:21]([N:23]2[CH2:28][CH2:27][CH:26]([N:29]3[CH2:38][C:37]4[C:32](=[CH:33][CH:34]=[CH:35][CH:36]=4)[NH:31][C:30]3=[O:39])[CH2:25][CH2:24]2)=[O:22])[C:6]2[CH:5]=[CH:4][CH:3]=[C:2]([C:40]3[CH:45]=[CH:44][CH:43]=[CH:42][CH:41]=3)[N:7]=2)[CH:11]=[C:12]2[C:16]=1[NH:15][N:14]=[CH:13]2. The yield is 0.816. (7) The reactants are CCN(C(C)C)C(C)C.Cl.[NH2:11][CH2:12][C:13]([N:15]1[CH2:20][CH2:19][N:18]([C:21](=[O:32])[C:22]2[CH:27]=[CH:26][CH:25]=[CH:24][C:23]=2[C:28]([F:31])([F:30])[F:29])[CH2:17][CH2:16]1)=[O:14].C1C=CC2N(O)N=NC=2C=1.CCN=C=NCCCN(C)C.[N:54]1([C:60]2[CH:68]=[CH:67][C:63]([C:64](O)=[O:65])=[CH:62][CH:61]=2)[CH2:59][CH2:58][CH2:57][CH2:56][CH2:55]1. The catalyst is CN(C=O)C.O. The product is [O:14]=[C:13]([N:15]1[CH2:16][CH2:17][N:18]([C:21](=[O:32])[C:22]2[CH:27]=[CH:26][CH:25]=[CH:24][C:23]=2[C:28]([F:31])([F:29])[F:30])[CH2:19][CH2:20]1)[CH2:12][NH:11][C:64](=[O:65])[C:63]1[CH:67]=[CH:68][C:60]([N:54]2[CH2:59][CH2:58][CH2:57][CH2:56][CH2:55]2)=[CH:61][CH:62]=1. The yield is 0.217. (8) The reactants are [CH:1]([C:4]1[N:5]=[C:6]([CH2:9][O:10][C:11]2[CH:16]=[CH:15][N:14]=[C:13]([NH:17]C(=O)OC(C)(C)C)[CH:12]=2)[S:7][CH:8]=1)([CH3:3])[CH3:2].FC(F)(F)C(O)=O. The catalyst is ClCCl. The product is [CH:1]([C:4]1[N:5]=[C:6]([CH2:9][O:10][C:11]2[CH:16]=[CH:15][N:14]=[C:13]([NH2:17])[CH:12]=2)[S:7][CH:8]=1)([CH3:3])[CH3:2]. The yield is 0.660.